This data is from Full USPTO retrosynthesis dataset with 1.9M reactions from patents (1976-2016). The task is: Predict the reactants needed to synthesize the given product. (1) Given the product [Br:16][C:13]1[CH:14]=[CH:15][C:10]([N:9]2[C:2]([CH3:1])=[CH:3][CH:4]=[C:5]2[CH3:6])=[N:11][CH:12]=1, predict the reactants needed to synthesize it. The reactants are: [CH3:1][C:2](=O)[CH2:3][CH2:4][C:5](=O)[CH3:6].[NH2:9][C:10]1[CH:15]=[CH:14][C:13]([Br:16])=[CH:12][N:11]=1.C. (2) Given the product [Cl:1][C:2]1[CH:10]=[C:9]([CH:8]=[CH:7][C:3]=1[C:4]([N:33]1[CH2:34][CH2:35][CH2:36][CH2:37][CH:32]1[C:28]1[CH:27]=[N:26][CH:31]=[CH:30][CH:29]=1)=[O:6])[C:11]([NH:13][CH:14]([C:16]1[NH:20][C:19]2[CH:21]=[CH:22][C:23]([Cl:25])=[CH:24][C:18]=2[N:17]=1)[CH3:15])=[O:12], predict the reactants needed to synthesize it. The reactants are: [Cl:1][C:2]1[CH:10]=[C:9]([C:11]([NH:13][CH:14]([C:16]2[NH:20][C:19]3[CH:21]=[CH:22][C:23]([Cl:25])=[CH:24][C:18]=3[N:17]=2)[CH3:15])=[O:12])[CH:8]=[CH:7][C:3]=1[C:4]([OH:6])=O.[N:26]1[CH:31]=[CH:30][CH:29]=[C:28]([CH:32]2[CH2:37][CH2:36][CH2:35][CH2:34][NH:33]2)[CH:27]=1.C(N(C(C)C)CC)(C)C.ClCl. (3) Given the product [C:11]([O:15][C:16]([N:18]1[CH2:23][CH2:22][CH:21]([C:24]2[C:33]3[C:28](=[CH:29][C:30]([O:9][CH2:8][CH2:7][OH:10])=[CH:31][CH:32]=3)[N:27]=[CH:26][N:25]=2)[CH2:20][CH2:19]1)=[O:17])([CH3:14])([CH3:12])[CH3:13], predict the reactants needed to synthesize it. The reactants are: CC([O-])(C)C.[K+].[CH2:7]([OH:10])[CH2:8][OH:9].[C:11]([O:15][C:16]([N:18]1[CH2:23][CH2:22][CH:21]([C:24]2[C:33]3[C:28](=[CH:29][C:30](F)=[CH:31][CH:32]=3)[N:27]=[CH:26][N:25]=2)[CH2:20][CH2:19]1)=[O:17])([CH3:14])([CH3:13])[CH3:12].CS(C)=O. (4) Given the product [CH2:21]=[C:20]([C:2]1[C:10]2[C:5](=[CH:6][C:7]([C:11]([O:13][CH3:14])=[O:12])=[CH:8][CH:9]=2)[N:4]([C:15]2[CH:19]=[CH:18][S:17][CH:16]=2)[N:3]=1)[CH3:22], predict the reactants needed to synthesize it. The reactants are: Br[C:2]1[C:10]2[C:5](=[CH:6][C:7]([C:11]([O:13][CH3:14])=[O:12])=[CH:8][CH:9]=2)[N:4]([C:15]2[CH:19]=[CH:18][S:17][CH:16]=2)[N:3]=1.[C:20](B1OC(C)(C)C(C)(C)O1)([CH3:22])=[CH2:21].C(NC(C)C)(C)C. (5) Given the product [F:20][C:17]1[CH:16]=[CH:15][C:14]([CH2:13][N:10]([O:11][CH3:12])[C:8](=[O:9])[CH:7]=[C:5]([OH:6])[C:4](=[O:21])[NH:32][S:29]([C:26]2([CH2:23][CH2:24][CH3:25])[CH2:28][CH2:27]2)(=[O:31])=[O:30])=[CH:19][CH:18]=1, predict the reactants needed to synthesize it. The reactants are: CC1(C)[O:6][C:5](=[CH:7][C:8]([N:10]([CH2:13][C:14]2[CH:19]=[CH:18][C:17]([F:20])=[CH:16][CH:15]=2)[O:11][CH3:12])=[O:9])[C:4](=[O:21])O1.[CH2:23]([C:26]1([S:29]([NH2:32])(=[O:31])=[O:30])[CH2:28][CH2:27]1)[CH2:24][CH3:25]. (6) Given the product [Cl:30][C:27]1[CH:26]=[CH:25][C:24]([NH:23][C:21]([CH:4]2[CH2:5][N:6]([C:8](=[O:20])[C:9]3[CH:14]=[CH:13][CH:12]=[C:11]([C:15]4[O:16][CH:17]=[CH:18][CH:19]=4)[CH:10]=3)[CH2:7][CH:2]([NH:1][C:39](=[O:40])[O:41][C:42]3[CH:47]=[CH:46][CH:45]=[CH:44][CH:43]=3)[CH2:3]2)=[O:22])=[CH:29][CH:28]=1, predict the reactants needed to synthesize it. The reactants are: [NH2:1][CH:2]1[CH2:7][N:6]([C:8](=[O:20])[C:9]2[CH:14]=[CH:13][CH:12]=[C:11]([C:15]3[O:16][CH:17]=[CH:18][CH:19]=3)[CH:10]=2)[CH2:5][CH:4]([C:21]([NH:23][C:24]2[CH:29]=[CH:28][C:27]([Cl:30])=[CH:26][CH:25]=2)=[O:22])[CH2:3]1.C(N(CC)CC)C.Cl[C:39]([O:41][C:42]1[CH:47]=[CH:46][CH:45]=[CH:44][CH:43]=1)=[O:40].